From a dataset of Full USPTO retrosynthesis dataset with 1.9M reactions from patents (1976-2016). Predict the reactants needed to synthesize the given product. (1) The reactants are: S(Cl)(Cl)=O.[I:5][C:6]1[CH:7]=[C:8]([CH2:22][CH2:23][C:24]([OH:26])=[O:25])[CH:9]=[C:10]([I:21])[C:11]=1[O:12][C:13]1[CH:18]=[CH:17][C:16]([O:19][CH3:20])=[CH:15][CH:14]=1.[CH3:27]O. Given the product [I:5][C:6]1[CH:7]=[C:8]([CH2:22][CH2:23][C:24]([O:26][CH3:27])=[O:25])[CH:9]=[C:10]([I:21])[C:11]=1[O:12][C:13]1[CH:14]=[CH:15][C:16]([O:19][CH3:20])=[CH:17][CH:18]=1, predict the reactants needed to synthesize it. (2) Given the product [CH2:16]([N:9]1[C:10]2[C:6](=[CH:5][C:4]([N+:1]([O-:3])=[O:2])=[CH:12][CH:11]=2)[C:7](=[O:13])[NH:8]1)[CH:15]=[CH2:14], predict the reactants needed to synthesize it. The reactants are: [N+:1]([C:4]1[CH:5]=[C:6]2[C:10](=[CH:11][CH:12]=1)[NH:9][NH:8][C:7]2=[O:13])([O-:3])=[O:2].[CH2:14](Br)[CH:15]=[CH2:16].[OH-].[Na+].Cl.